This data is from Forward reaction prediction with 1.9M reactions from USPTO patents (1976-2016). The task is: Predict the product of the given reaction. (1) Given the reactants [C:1]([C:3]1[CH:13]=[CH:12][C:6]([C:7]([O:9]CC)=[O:8])=[CH:5][CH:4]=1)#[N:2].[CH3:14][NH:15][CH2:16][CH2:17]N.[Cl:19]CCl, predict the reaction product. The product is: [ClH:19].[CH3:14][N:15]1[CH2:16][CH2:17][N:2]=[C:1]1[C:3]1[CH:4]=[CH:5][C:6]([C:7]([OH:9])=[O:8])=[CH:12][CH:13]=1. (2) The product is: [NH2:11][CH2:10][CH2:9][CH:6]1[CH2:5][CH2:4][C:3]([N:2]([CH3:1])[CH3:18])([C:12]2[CH:17]=[CH:16][CH:15]=[CH:14][CH:13]=2)[CH2:8][CH2:7]1. Given the reactants [CH3:1][N:2]([CH3:18])[C:3]1([C:12]2[CH:17]=[CH:16][CH:15]=[CH:14][CH:13]=2)[CH2:8][CH2:7][C:6](=[CH:9][C:10]#[N:11])[CH2:5][CH2:4]1.[BH4-].[Na+], predict the reaction product. (3) Given the reactants [OH:1][C:2]1[CH2:3][N:4]([C:9]([O:11][C:12]([CH3:15])([CH3:14])[CH3:13])=[O:10])[C:5](O)=[CH:6][CH:7]=1.ClC1C=C(C=CC=1)C(O)=O.C(OC(=O)C)C, predict the reaction product. The product is: [CH:2]12[O:1][CH:7]1[CH2:6][CH2:5][N:4]([C:9]([O:11][C:12]([CH3:15])([CH3:14])[CH3:13])=[O:10])[CH2:3]2. (4) Given the reactants [CH2:1]([O:5][C:6]1[CH:14]=[CH:13][C:12]([S:15]([CH3:18])(=[O:17])=[O:16])=[CH:11][C:7]=1[C:8]([OH:10])=O)[CH:2]([CH3:4])[CH3:3].Cl.[N:20]1([C:26]2[O:27][C:28]3[CH:34]=[CH:33][CH:32]=[CH:31][C:29]=3[N:30]=2)[CH2:25][CH2:24][NH:23][CH2:22][CH2:21]1, predict the reaction product. The product is: [O:27]1[C:28]2[CH:34]=[CH:33][CH:32]=[CH:31][C:29]=2[N:30]=[C:26]1[N:20]1[CH2:21][CH2:22][N:23]([C:8]([C:7]2[CH:11]=[C:12]([S:15]([CH3:18])(=[O:17])=[O:16])[CH:13]=[CH:14][C:6]=2[O:5][CH2:1][CH:2]([CH3:3])[CH3:4])=[O:10])[CH2:24][CH2:25]1.